Dataset: Reaction yield outcomes from USPTO patents with 853,638 reactions. Task: Predict the reaction yield, written as a fraction of the theoretical maximum amount of product (1.0 means a 100% yield; for example, 0.34 means a 34% yield). (1) The reactants are [NH:1]1[C:9]2[C:4](=[CH:5][CH:6]=[CH:7][CH:8]=2)[C:3]2([C:13]3=[CH:14][C:15]4[O:19][CH2:18][O:17][C:16]=4[CH:20]=[C:12]3[O:11][CH2:10]2)[C:2]1=[O:21].Br[C:23]1[CH:24]=[N:25][CH:26]=[C:27]([O:29][CH3:30])[CH:28]=1.CC1(C)C2C=CC=C(P(C3C=CC=CC=3)C3C=CC=CC=3)C=2OC2C1=CC=CC=2P(C1C=CC=CC=1)C1C=CC=CC=1.C(=O)([O-])[O-].[Cs+].[Cs+]. The catalyst is ClCCl.C([O-])(=O)C.[Pd+2].C([O-])(=O)C.O1CCOCC1. The product is [CH3:30][O:29][C:27]1[CH:28]=[C:23]([N:1]2[C:9]3[C:4](=[CH:5][CH:6]=[CH:7][CH:8]=3)[C:3]3([C:13]4=[CH:14][C:15]5[O:19][CH2:18][O:17][C:16]=5[CH:20]=[C:12]4[O:11][CH2:10]3)[C:2]2=[O:21])[CH:24]=[N:25][CH:26]=1. The yield is 0.250. (2) The reactants are [NH2:1][C@@H:2]([C:6]1[N:11]([CH2:12][C:13]2[CH:18]=[CH:17][CH:16]=[CH:15][CH:14]=2)[C:10](=[O:19])[C:9]([CH3:20])=[C:8]([CH3:21])[N:7]=1)[CH:3]([CH3:5])[CH3:4].C(N(CC)CC)C.[CH3:29][C:30]1[CH:38]=[CH:37][C:33]([C:34](Cl)=[O:35])=[CH:32][CH:31]=1. The catalyst is C(Cl)Cl. The product is [CH2:12]([N:11]1[C:10](=[O:19])[C:9]([CH3:20])=[C:8]([CH3:21])[N:7]=[C:6]1[C@H:2]([NH:1][C:34](=[O:35])[C:33]1[CH:37]=[CH:38][C:30]([CH3:29])=[CH:31][CH:32]=1)[CH:3]([CH3:4])[CH3:5])[C:13]1[CH:14]=[CH:15][CH:16]=[CH:17][CH:18]=1. The yield is 0.720.